This data is from Catalyst prediction with 721,799 reactions and 888 catalyst types from USPTO. The task is: Predict which catalyst facilitates the given reaction. Reactant: B([C:4]1[CH:12]=[CH:11][C:7]([C:8]([OH:10])=[O:9])=[CH:6][CH:5]=1)(O)O.Br[C:14]1[CH:19]=[CH:18][CH:17]=[CH:16][N:15]=1.C([O-])([O-])=O.[K+].[K+]. Product: [N:15]1[CH:16]=[CH:17][CH:18]=[CH:19][C:14]=1[C:4]1[CH:12]=[CH:11][C:7]([C:8]([OH:10])=[O:9])=[CH:6][CH:5]=1. The catalyst class is: 117.